The task is: Predict the product of the given reaction.. This data is from Forward reaction prediction with 1.9M reactions from USPTO patents (1976-2016). Given the reactants [NH2:1][C:2]([C:4]1[CH:5]=[N:6][C:7]2[C:12]([C:13]=1[NH:14][C:15]1[CH:16]=[C:17]([CH:23]=[CH:24][CH:25]=1)[C:18]([O:20][CH2:21][CH3:22])=[O:19])=[CH:11][CH:10]=[C:9](Cl)[CH:8]=2)=[O:3].[CH3:27][O:28][C:29]1[CH:30]=[C:31](B(O)O)[CH:32]=[CH:33][CH:34]=1.C(=O)([O-])[O-].[K+].[K+], predict the reaction product. The product is: [NH2:1][C:2]([C:4]1[CH:5]=[N:6][C:7]2[C:12]([C:13]=1[NH:14][C:15]1[CH:16]=[C:17]([CH:23]=[CH:24][CH:25]=1)[C:18]([O:20][CH2:21][CH3:22])=[O:19])=[CH:11][CH:10]=[C:9]([C:33]1[CH:32]=[CH:31][CH:30]=[C:29]([O:28][CH3:27])[CH:34]=1)[CH:8]=2)=[O:3].